Dataset: Reaction yield outcomes from USPTO patents with 853,638 reactions. Task: Predict the reaction yield, written as a fraction of the theoretical maximum amount of product (1.0 means a 100% yield; for example, 0.34 means a 34% yield). The reactants are [NH:1]1[C:9]2[C:4](=[CH:5][C:6]([C:10]3[C:14]4[C:15]([NH2:19])=[N:16][CH:17]=[CH:18][C:13]=4[O:12][CH:11]=3)=[CH:7][CH:8]=2)[CH2:3][CH2:2]1.[F:20][C:21]1[CH:26]=[CH:25][C:24]([CH3:27])=[CH:23][C:22]=1[CH2:28][C:29](O)=[O:30].CN(C(ON1N=NC2C=CC=NC1=2)=[N+](C)C)C.F[P-](F)(F)(F)(F)F.CCN(C(C)C)C(C)C. The catalyst is CN(C)C=O.O. The product is [F:20][C:21]1[CH:26]=[CH:25][C:24]([CH3:27])=[CH:23][C:22]=1[CH2:28][C:29]([N:1]1[C:9]2[C:4](=[CH:5][C:6]([C:10]3[C:14]4[C:15]([NH2:19])=[N:16][CH:17]=[CH:18][C:13]=4[O:12][CH:11]=3)=[CH:7][CH:8]=2)[CH2:3][CH2:2]1)=[O:30]. The yield is 0.940.